This data is from Forward reaction prediction with 1.9M reactions from USPTO patents (1976-2016). The task is: Predict the product of the given reaction. Given the reactants CC#N.C1CCC=CCCC=1.[Cl:12][CH2:13][C:14](=[O:21])[CH2:15][C:16]([O:18][CH2:19][CH3:20])=[O:17], predict the reaction product. The product is: [Cl:12][CH2:13][C@H:14]([OH:21])[CH2:15][C:16]([O:18][CH2:19][CH3:20])=[O:17].